Predict the reaction yield, written as a fraction of the theoretical maximum amount of product (1.0 means a 100% yield; for example, 0.34 means a 34% yield). From a dataset of Reaction yield outcomes from USPTO patents with 853,638 reactions. (1) The reactants are CC(C)([O-])C.[K+].[CH3:7][O:8][C:9]1[C:14]([O:15][CH3:16])=[CH:13][CH:12]=[CH:11][C:10]=1[OH:17].[CH2:18]([O:20][C:21](=[O:26])[CH:22]=[C:23](Cl)[CH3:24])[CH3:19]. The catalyst is O1CCCC1. The product is [CH2:18]([O:20][C:21](=[O:26])/[CH:22]=[C:23](/[O:17][C:10]1[CH:11]=[CH:12][CH:13]=[C:14]([O:15][CH3:16])[C:9]=1[O:8][CH3:7])\[CH3:24])[CH3:19]. The yield is 0.470. (2) The catalyst is CC#N.C(Cl)(Cl)Cl. The reactants are [N:1]12[CH2:8][CH2:7][C:4]([C:9]([C:17]3[CH:22]=[CH:21][CH:20]=[CH:19][CH:18]=3)([C:11]3[CH:16]=[CH:15][CH:14]=[CH:13][CH:12]=3)[OH:10])([CH2:5][CH2:6]1)[CH2:3][CH2:2]2.[Br:23][CH2:24][CH2:25][O:26][CH2:27][C:28]1[CH:33]=[CH:32][C:31]([F:34])=[CH:30][CH:29]=1. The product is [Br-:23].[F:34][C:31]1[CH:30]=[CH:29][C:28]([CH2:27][O:26][CH2:25][CH2:24][N+:1]23[CH2:6][CH2:5][C:4]([C:9]([OH:10])([C:17]4[CH:22]=[CH:21][CH:20]=[CH:19][CH:18]=4)[C:11]4[CH:12]=[CH:13][CH:14]=[CH:15][CH:16]=4)([CH2:3][CH2:2]2)[CH2:7][CH2:8]3)=[CH:33][CH:32]=1. The yield is 0.160. (3) The reactants are [I:1][C:2]1[CH:11]=[N:10][C:5]2[NH:6][CH2:7][CH2:8][NH:9][C:4]=2[CH:3]=1.[F:12][C:13]1[CH:18]=[CH:17][C:16]([F:19])=[CH:15][C:14]=1[S:20](Cl)(=[O:22])=[O:21]. The catalyst is N1C=CC=CC=1. The product is [F:12][C:13]1[CH:18]=[CH:17][C:16]([F:19])=[CH:15][C:14]=1[S:20]([N:9]1[CH2:8][CH2:7][NH:6][C:5]2[N:10]=[CH:11][C:2]([I:1])=[CH:3][C:4]1=2)(=[O:22])=[O:21]. The yield is 0.130. (4) The catalyst is C1(C=CC=CC=1)[P](C1C=CC=CC=1)(C1C=CC=CC=1)[Pd][P](C1C=CC=CC=1)(C1C=CC=CC=1)C1C=CC=CC=1.CC#N. The yield is 0.620. The reactants are Br[C:2]1[CH:7]=[CH:6][C:5]([CH2:8][NH2:9])=[CH:4][CH:3]=1.[Cl:10][C:11]1[CH:12]=[C:13](B(O)O)[CH:14]=[CH:15][C:16]=1[Cl:17].C([O-])([O-])=O.[Na+].[Na+]. The product is [Cl:10][C:11]1[CH:12]=[C:13]([C:2]2[CH:7]=[CH:6][C:5]([CH2:8][NH2:9])=[CH:4][CH:3]=2)[CH:14]=[CH:15][C:16]=1[Cl:17]. (5) The reactants are Br[C:2]1[CH:3]=[C:4](/[CH:35]=[CH:36]/[C:37]([O:39][CH3:40])=[O:38])[C:5]2[N:6]([C:8]([C:29]3[CH:34]=[CH:33][CH:32]=[CH:31][CH:30]=3)=[C:9]([C:11]3[CH:16]=[CH:15][C:14]([C:17]4([NH:21]C(OC(C)(C)C)=O)[CH2:20][CH2:19][CH2:18]4)=[CH:13][CH:12]=3)[N:10]=2)[N:7]=1. The catalyst is [Pd].C(O)C.C1COCC1. The product is [NH2:21][C:17]1([C:14]2[CH:15]=[CH:16][C:11]([C:9]3[N:10]=[C:5]4[C:4]([CH2:35][CH2:36][C:37]([O:39][CH3:40])=[O:38])=[CH:3][CH:2]=[N:7][N:6]4[C:8]=3[C:29]3[CH:30]=[CH:31][CH:32]=[CH:33][CH:34]=3)=[CH:12][CH:13]=2)[CH2:18][CH2:19][CH2:20]1. The yield is 0.0100. (6) The reactants are Cl[C:2]1[N:7]=[C:6]([C:8]2[CH:13]=[CH:12][CH:11]=[CH:10][CH:9]=2)[N:5]=[C:4]([C:14]([NH:16][C:17]2[CH:22]=[CH:21][CH:20]=[CH:19][C:18]=2[C:23]2[O:24][C:25]([CH3:28])=[CH:26][N:27]=2)=[O:15])[CH:3]=1.[CH3:29][N:30]([CH3:34])[CH2:31][CH2:32][NH2:33]. The catalyst is O1CCCC1.O. The product is [CH3:29][N:30]([CH3:34])[CH2:31][CH2:32][NH:33][C:2]1[N:7]=[C:6]([C:8]2[CH:13]=[CH:12][CH:11]=[CH:10][CH:9]=2)[N:5]=[C:4]([C:14]([NH:16][C:17]2[CH:22]=[CH:21][CH:20]=[CH:19][C:18]=2[C:23]2[O:24][C:25]([CH3:28])=[CH:26][N:27]=2)=[O:15])[CH:3]=1. The yield is 0.710. (7) The reactants are [CH2:1]([NH:4][C:5](=[O:18])[C:6]([C:16]#[N:17])=[N:7][NH:8][C:9]1[CH:14]=[CH:13][CH:12]=[CH:11][C:10]=1[Br:15])[CH2:2][CH3:3].[Cl-].[Al+3].[Cl-].[Cl-].O1CCCC1.CO. The catalyst is C1(C)C=CC=CC=1.C(Cl)(Cl)Cl. The product is [NH2:17][C:16]1[C:14]2[C:9](=[C:10]([Br:15])[CH:11]=[CH:12][CH:13]=2)[N:8]=[N:7][C:6]=1[C:5]([NH:4][CH2:1][CH2:2][CH3:3])=[O:18]. The yield is 0.840.